This data is from Forward reaction prediction with 1.9M reactions from USPTO patents (1976-2016). The task is: Predict the product of the given reaction. (1) Given the reactants [OH:1][CH:2]1[CH2:7][CH2:6][N:5]([C:8]([O:10][C:11]([CH3:14])([CH3:13])[CH3:12])=[O:9])[CH2:4][CH2:3]1.C1C=CC(P(C2C=CC=CC=2)C2C=CC=CC=2)=CC=1.[CH2:34]([O:41][C:42]1[CH:47]=[CH:46][C:45](O)=[CH:44][CH:43]=1)[C:35]1[CH:40]=[CH:39][CH:38]=[CH:37][CH:36]=1.CCOC(/N=N/C(OCC)=O)=O, predict the reaction product. The product is: [CH2:34]([O:41][C:42]1[CH:47]=[CH:46][C:45]([O:1][CH:2]2[CH2:3][CH2:4][N:5]([C:8]([O:10][C:11]([CH3:14])([CH3:13])[CH3:12])=[O:9])[CH2:6][CH2:7]2)=[CH:44][CH:43]=1)[C:35]1[CH:40]=[CH:39][CH:38]=[CH:37][CH:36]=1. (2) Given the reactants [H-].[Na+].[C:3]([O:9][CH2:10][CH2:11]CC)(=[O:8])[CH2:4][C:5]([CH3:7])=[O:6].Cl.Cl[CH2:16][C:17]1[CH:22]=[CH:21][N:20]=[CH:19][CH:18]=1.C(=O)([O-])O.[Na+], predict the reaction product. The product is: [C:5]([CH:4]([CH2:16][C:17]1[CH:22]=[CH:21][N:20]=[CH:19][CH:18]=1)[C:3]([O:9][CH2:10][CH3:11])=[O:8])(=[O:6])[CH3:7]. (3) Given the reactants [C:1]([O:5][C:6]([NH:8][CH2:9][C:10]1[CH:11]=[C:12]([NH:16][C:17](=[O:22])[O:18][CH2:19][CH2:20]Cl)[CH:13]=[CH:14][CH:15]=1)=[O:7])([CH3:4])([CH3:3])[CH3:2].CC(C)([O-])C.[K+].O, predict the reaction product. The product is: [O:22]=[C:17]1[N:16]([C:12]2[CH:11]=[C:10]([CH:15]=[CH:14][CH:13]=2)[CH2:9][NH:8][C:6](=[O:7])[O:5][C:1]([CH3:4])([CH3:3])[CH3:2])[CH2:20][CH2:19][O:18]1. (4) Given the reactants [OH:1][C:2]1[CH:3]=[C:4]2[C:9](=[CH:10][C:11]=1[O:12][CH3:13])[O:8][CH2:7][CH2:6][C:5]2=[O:14].C([O-])([O-])=O.[K+].[K+].[CH3:21][CH2:22][CH3:23], predict the reaction product. The product is: [CH:22]([O:1][C:2]1[CH:3]=[C:4]2[C:9](=[CH:10][C:11]=1[O:12][CH3:13])[O:8][CH2:7][CH2:6][C:5]2=[O:14])([CH3:23])[CH3:21]. (5) Given the reactants Br[C:2]1[CH:3]=[N:4][CH:5]=[C:6]([Br:8])[CH:7]=1.[NH:9]1[CH2:13][CH2:12][CH2:11][C:10]1=[O:14].C([O-])([O-])=O.[K+].[K+].O1CCOCC1, predict the reaction product. The product is: [Br:8][C:6]1[CH:7]=[C:2]([N:9]2[CH2:13][CH2:12][CH2:11][C:10]2=[O:14])[CH:3]=[N:4][CH:5]=1. (6) Given the reactants C[O:2][C:3](=[O:28])[CH2:4][CH2:5][N:6]1[CH2:11][CH2:10][CH2:9][CH2:8][C@H:7]1[CH2:12][O:13][C:14]1[CH:19]=[CH:18][C:17]([O:20][C:21]2[CH:26]=[CH:25][C:24]([Cl:27])=[CH:23][CH:22]=2)=[CH:16][CH:15]=1.Cl, predict the reaction product. The product is: [ClH:27].[Cl:27][C:24]1[CH:25]=[CH:26][C:21]([O:20][C:17]2[CH:16]=[CH:15][C:14]([O:13][CH2:12][C@@H:7]3[CH2:8][CH2:9][CH2:10][CH2:11][N:6]3[CH2:5][CH2:4][C:3]([OH:28])=[O:2])=[CH:19][CH:18]=2)=[CH:22][CH:23]=1. (7) Given the reactants [F:1][C:2]1[CH:3]=[C:4]([C:8]2[N:13]=[C:12]([CH3:14])[C:11]([C:15]([OH:17])=O)=[CH:10][N:9]=2)[CH:5]=[CH:6][CH:7]=1.CN(C=O)C.ClC(C(Cl)=O)=O.[NH2:29][N:30]1[C:38]2[C:33](=[CH:34][C:35]([F:39])=[CH:36][CH:37]=2)[C:32]([CH2:40][C:41]([CH3:44])([OH:43])[CH3:42])=[CH:31]1, predict the reaction product. The product is: [F:39][C:35]1[CH:34]=[C:33]2[C:38](=[CH:37][CH:36]=1)[N:30]([NH:29][C:15]([C:11]1[C:12]([CH3:14])=[N:13][C:8]([C:4]3[CH:5]=[CH:6][CH:7]=[C:2]([F:1])[CH:3]=3)=[N:9][CH:10]=1)=[O:17])[CH:31]=[C:32]2[CH2:40][C:41]([OH:43])([CH3:42])[CH3:44]. (8) Given the reactants O1[C:5]2([CH2:10][CH2:9][C:8]([C:11]3[C:12]([O:17][CH3:18])=[N:13][CH:14]=[CH:15][CH:16]=3)=[CH:7][CH2:6]2)[O:4]CC1.Cl, predict the reaction product. The product is: [CH3:18][O:17][C:12]1[C:11]([C:8]2[CH2:9][CH2:10][C:5](=[O:4])[CH2:6][CH:7]=2)=[CH:16][CH:15]=[CH:14][N:13]=1. (9) Given the reactants Br[C:2]1[CH:7]=[CH:6][C:5]([S:8]([N:11]2[CH2:16][CH2:15][N:14]([C:17](=[O:19])[CH3:18])[CH2:13][CH2:12]2)(=[O:10])=[O:9])=[CH:4][CH:3]=1.B1(B2OC(C)(C)C(C)(C)O2)OC(C)(C)C(C)(C)O1.C([O-])(=O)C.[K+].[CH3:43][O:44][C:45]1[CH:50]=[CH:49][N:48]=[C:47]([CH2:51][CH2:52][C:53]2[NH:62][C:56]3=[N:57][CH:58]=[C:59](I)[CH:60]=[C:55]3[N:54]=2)[CH:46]=1.C(=O)([O-])[O-].[K+].[K+].[Cl-].[Li+], predict the reaction product. The product is: [C:17]([N:14]1[CH2:15][CH2:16][N:11]([S:8]([C:5]2[CH:6]=[CH:7][C:2]([C:59]3[CH:60]=[C:55]4[N:54]=[C:53]([CH2:52][CH2:51][C:47]5[CH:46]=[C:45]([O:44][CH3:43])[CH:50]=[CH:49][N:48]=5)[NH:62][C:56]4=[N:57][CH:58]=3)=[CH:3][CH:4]=2)(=[O:10])=[O:9])[CH2:12][CH2:13]1)(=[O:19])[CH3:18].